This data is from Peptide-MHC class II binding affinity with 134,281 pairs from IEDB. The task is: Regression. Given a peptide amino acid sequence and an MHC pseudo amino acid sequence, predict their binding affinity value. This is MHC class II binding data. The peptide sequence is EGKVVQYENLKYTVI. The MHC is DRB1_0701 with pseudo-sequence DRB1_0701. The binding affinity (normalized) is 0.284.